From a dataset of Forward reaction prediction with 1.9M reactions from USPTO patents (1976-2016). Predict the product of the given reaction. (1) Given the reactants [CH2:1]([NH2:6])[C:2]([CH3:5])([CH3:4])[CH3:3].[C:7](=[O:10])([O-])[O-].[Na+].[Na+].ClC(Cl)[C:15]1[CH:20]=[CH:19][CH:18]=[N:17][CH:16]=1.[Cl:22]CCl, predict the reaction product. The product is: [Cl:22][C:16]1[N:17]=[CH:18][C:19]([C:7]([NH:6][CH2:1][C:2]([CH3:5])([CH3:4])[CH3:3])=[O:10])=[CH:20][CH:15]=1. (2) The product is: [NH2:32][C:30]1[S:31][C:18]([C:16]2[CH:15]=[CH:14][N:13]=[C:12]([NH:11][C:3](=[O:10])[C:4]3[CH:9]=[CH:8][CH:7]=[CH:6][CH:5]=3)[CH:17]=2)=[C:19]([C:21]2[CH:26]=[C:25]([CH3:27])[CH:24]=[C:23]([CH3:28])[CH:22]=2)[N:29]=1. Given the reactants BrBr.[C:3]([NH:11][C:12]1[CH:17]=[C:16]([CH2:18][C:19]([C:21]2[CH:26]=[C:25]([CH3:27])[CH:24]=[C:23]([CH3:28])[CH:22]=2)=O)[CH:15]=[CH:14][N:13]=1)(=[O:10])[C:4]1[CH:9]=[CH:8][CH:7]=[CH:6][CH:5]=1.[NH2:29][C:30]([NH2:32])=[S:31].C(N(CC)CC)C.C(=O)([O-])O.[Na+], predict the reaction product. (3) Given the reactants [Cl:1][C:2]1[N:11]=[CH:10][CH:9]=[C:8]2[C:3]=1[C:4]1[CH:16]=[C:15]([C:17]3[CH:18]=[N:19][N:20]([CH3:22])[CH:21]=3)[CH:14]=[CH:13][C:5]=1[C:6](Cl)=[N:7]2.Cl.[NH2:24][CH2:25][C:26]1[S:27][CH:28]=[CH:29][N:30]=1.C(N(CC)CC)C.C(=O)([O-])O.[Na+], predict the reaction product. The product is: [Cl:1][C:2]1[N:11]=[CH:10][CH:9]=[C:8]2[C:3]=1[C:4]1[CH:16]=[C:15]([C:17]3[CH:18]=[N:19][N:20]([CH3:22])[CH:21]=3)[CH:14]=[CH:13][C:5]=1[C:6]([NH:24][CH2:25][C:26]1[S:27][CH:28]=[CH:29][N:30]=1)=[N:7]2. (4) Given the reactants [F:1][C:2]([F:38])([F:37])[C:3]1[C:12]([C:13]([O:15][CH2:16][CH3:17])=[O:14])=[CH:11][C:10]2[CH2:9][CH2:8][N:7](C(C3C=CC=CC=3)(C3C=CC=CC=3)C3C=CC=CC=3)[CH2:6][C:5]=2[N:4]=1.[ClH:39], predict the reaction product. The product is: [ClH:39].[F:38][C:2]([F:1])([F:37])[C:3]1[C:12]([C:13]([O:15][CH2:16][CH3:17])=[O:14])=[CH:11][C:10]2[CH2:9][CH2:8][NH:7][CH2:6][C:5]=2[N:4]=1. (5) Given the reactants Br[C:2]1[CH:3]=[N:4][C:5]2[N:6]([CH:8]=[CH:9][N:10]=2)[CH:7]=1.[F:11][C:12]1[CH:13]=[C:14](B(O)O)[CH:15]=[CH:16][CH:17]=1.C(=O)([O-])[O-].[Na+].[Na+].CN(C)C=O, predict the reaction product. The product is: [F:11][C:12]1[CH:17]=[C:16]([C:2]2[CH:3]=[N:4][C:5]3[N:6]([CH:8]=[CH:9][N:10]=3)[CH:7]=2)[CH:15]=[CH:14][CH:13]=1. (6) Given the reactants Br[C:2]1[CH:3]=[N:4][C:5]([Cl:8])=[N:6][CH:7]=1.[F:9][CH:10]([F:27])[O:11][C:12]1[CH:17]=[CH:16][C:15](B2OC(C)(C)C(C)(C)O2)=[CH:14][CH:13]=1.C([O-])([O-])=O.[K+].[K+], predict the reaction product. The product is: [Cl:8][C:5]1[N:4]=[CH:3][C:2]([C:15]2[CH:16]=[CH:17][C:12]([O:11][CH:10]([F:27])[F:9])=[CH:13][CH:14]=2)=[CH:7][N:6]=1. (7) The product is: [Br:1][C:2]1[CH:7]=[CH:6][C:5]([S:8]([NH:16][CH3:14])(=[O:10])=[O:9])=[CH:4][CH:3]=1. Given the reactants [Br:1][C:2]1[CH:7]=[CH:6][C:5]([S:8](Cl)(=[O:10])=[O:9])=[CH:4][CH:3]=1.CN.[CH2:14]([N:16](CC)CC)C, predict the reaction product. (8) The product is: [CH2:1]([NH:3][CH2:4][CH3:5])[CH3:2].[CH2:6]1[C@@H:10]([CH2:11][CH2:12][CH2:13][CH2:14][C:15]([OH:17])=[O:16])[S:9][S:8][CH2:7]1. Given the reactants [CH2:1]([NH:3][CH2:4][CH3:5])[CH3:2].[CH2:6]1[CH:10]([CH2:11][CH2:12][CH2:13][CH2:14][C:15]([OH:17])=[O:16])[S:9][S:8][CH2:7]1, predict the reaction product. (9) Given the reactants [OH:1][CH2:2][C:3]1([CH3:15])[CH2:7][CH2:6][N:5]([C:8]([O:10][C:11]([CH3:14])([CH3:13])[CH3:12])=[O:9])[CH2:4]1.O[C:17]1[C:18]([C:23]([O:25][CH2:26][CH3:27])=[O:24])=[N:19][CH:20]=[CH:21][CH:22]=1.ClC1C=C(O)C=NC=1, predict the reaction product. The product is: [C:11]([O:10][C:8]([N:5]1[CH2:6][CH2:7][C:3]([CH2:2][O:1][C:17]2[C:18]([C:23]([O:25][CH2:26][CH3:27])=[O:24])=[N:19][CH:20]=[CH:21][CH:22]=2)([CH3:15])[CH2:4]1)=[O:9])([CH3:14])([CH3:13])[CH3:12]. (10) Given the reactants [C:1]1([S:11]([C:14]2[C:22]3[C:17](=[CH:18][CH:19]=[C:20]([O:23][CH:24]4[CH2:29][CH2:28][NH:27][CH2:26][CH2:25]4)[CH:21]=3)[NH:16][N:15]=2)(=[O:13])=[O:12])[C:10]2[C:5](=[CH:6][CH:7]=[CH:8][CH:9]=2)[CH:4]=[CH:3][CH:2]=1.[C:30](O[BH-](OC(=O)C)OC(=O)C)(=O)C.C=O.O.[OH-].[Na+], predict the reaction product. The product is: [CH3:30][N:27]1[CH2:28][CH2:29][CH:24]([O:23][C:20]2[CH:21]=[C:22]3[C:17](=[CH:18][CH:19]=2)[NH:16][N:15]=[C:14]3[S:11]([C:1]2[C:10]3[C:5](=[CH:6][CH:7]=[CH:8][CH:9]=3)[CH:4]=[CH:3][CH:2]=2)(=[O:12])=[O:13])[CH2:25][CH2:26]1.